The task is: Predict the reaction yield, written as a fraction of the theoretical maximum amount of product (1.0 means a 100% yield; for example, 0.34 means a 34% yield).. This data is from Reaction yield outcomes from USPTO patents with 853,638 reactions. (1) The reactants are Cl[CH2:2][CH2:3][CH2:4][N:5]1[C:10]2[C:11]([CH3:15])=[CH:12][CH:13]=[CH:14][C:9]=2[O:8][CH2:7][C:6]1=[O:16].C([O-])([O-])=O.[K+].[K+].[Na+].[I-].[CH2:25]([CH:29]1[CH2:34][CH2:33][NH:32][CH2:31][CH2:30]1)[CH2:26][CH2:27][CH3:28]. The catalyst is CCCCCCC.CCOC(C)=O. The product is [CH2:25]([CH:29]1[CH2:34][CH2:33][N:32]([CH2:2][CH2:3][CH2:4][N:5]2[C:10]3[C:11]([CH3:15])=[CH:12][CH:13]=[CH:14][C:9]=3[O:8][CH2:7][C:6]2=[O:16])[CH2:31][CH2:30]1)[CH2:26][CH2:27][CH3:28]. The yield is 0.530. (2) The reactants are [CH3:1][O:2][C:3]1[CH:4]=[C:5]2[C:10](=[CH:11][C:12]=1[O:13][CH3:14])[N:9]=[CH:8][N:7]=[C:6]2[O:15][C:16]1[CH:17]=[C:18]2[C:23](=[CH:24][CH:25]=1)[C:22]([C:26]([OH:28])=O)=[CH:21][CH:20]=[CH:19]2.[CH3:29][O:30][C:31]1[CH:36]=[CH:35][C:34]([NH2:37])=[C:33]([NH2:38])[CH:32]=1. No catalyst specified. The product is [NH2:38][C:33]1[CH:32]=[C:31]([O:30][CH3:29])[CH:36]=[CH:35][C:34]=1[NH:37][C:26]([C:22]1[C:23]2[C:18](=[CH:17][C:16]([O:15][C:6]3[C:5]4[C:10](=[CH:11][C:12]([O:13][CH3:14])=[C:3]([O:2][CH3:1])[CH:4]=4)[N:9]=[CH:8][N:7]=3)=[CH:25][CH:24]=2)[CH:19]=[CH:20][CH:21]=1)=[O:28]. The yield is 0.870.